Dataset: Catalyst prediction with 721,799 reactions and 888 catalyst types from USPTO. Task: Predict which catalyst facilitates the given reaction. Reactant: [CH3:1][C:2]1[C:10]2[C:5](=[CH:6][N:7]=[C:8]([CH:11]=[O:12])[CH:9]=2)[O:4][CH:3]=1.C([OH:17])(C)(C)C.Cl([O-])=O.[Na+].P([O-])(O)(O)=O.[K+]. Product: [CH3:1][C:2]1[C:10]2[C:5](=[CH:6][N:7]=[C:8]([C:11]([OH:17])=[O:12])[CH:9]=2)[O:4][CH:3]=1. The catalyst class is: 20.